From a dataset of Reaction yield outcomes from USPTO patents with 853,638 reactions. Predict the reaction yield, written as a fraction of the theoretical maximum amount of product (1.0 means a 100% yield; for example, 0.34 means a 34% yield). The yield is 0.600. The reactants are [CH3:1][NH:2][C:3]([C:5]1[CH:6]=[C:7]([C:11]2[CH:16]=[CH:15][C:14]([O:17][C@@H:18]3[C@@H:23]([O:24]CC4C=CC=CC=4)[C@@H:22]([O:32]CC4C=CC=CC=4)[C@H:21]([O:40]CC4C=CC=CC=4)[C@@H:20]([CH2:48][F:49])[O:19]3)=[CH:13][CH:12]=2)[CH:8]=[CH:9][CH:10]=1)=[O:4]. The product is [F:49][CH2:48][C@H:20]1[O:19][C@H:18]([O:17][C:14]2[CH:15]=[CH:16][C:11]([C:7]3[CH:8]=[CH:9][CH:10]=[C:5]([C:3]([NH:2][CH3:1])=[O:4])[CH:6]=3)=[CH:12][CH:13]=2)[C@@H:23]([OH:24])[C@@H:22]([OH:32])[C@@H:21]1[OH:40]. The catalyst is CO.[OH-].[OH-].[Pd+2].